From a dataset of Peptide-MHC class II binding affinity with 134,281 pairs from IEDB. Regression. Given a peptide amino acid sequence and an MHC pseudo amino acid sequence, predict their binding affinity value. This is MHC class II binding data. (1) The peptide sequence is AFQGLFGGLNWITKV. The MHC is DRB4_0101 with pseudo-sequence DRB4_0103. The binding affinity (normalized) is 0.257. (2) The peptide sequence is RKGVLFNIQYVNYWF. The MHC is DRB1_0401 with pseudo-sequence DRB1_0401. The binding affinity (normalized) is 0.444. (3) The peptide sequence is SCLLSGHNLAKKCLH. The MHC is DRB1_0101 with pseudo-sequence DRB1_0101. The binding affinity (normalized) is 0.563. (4) The peptide sequence is KTGQALVVGIYDEPM. The MHC is DRB4_0101 with pseudo-sequence DRB4_0103. The binding affinity (normalized) is 0.399.